Dataset: Full USPTO retrosynthesis dataset with 1.9M reactions from patents (1976-2016). Task: Predict the reactants needed to synthesize the given product. The reactants are: COC(=O)CS[C:6]1[CH:11]=[CH:10][CH:9]=[C:8]([Br:12])[CH:7]=1.ClC1C=CC=[C:17]([C:21]([O:23]O)=[O:22])C=1.[S:25]([O-:29])([O-])(=[O:27])=S.[Na+].[Na+].Cl[CH:33](Cl)C. Given the product [CH3:33][O:23][C:21](=[O:22])[CH2:17][S:25]([C:10]1[CH:11]=[CH:6][CH:7]=[C:8]([Br:12])[CH:9]=1)(=[O:29])=[O:27], predict the reactants needed to synthesize it.